Dataset: NCI-60 drug combinations with 297,098 pairs across 59 cell lines. Task: Regression. Given two drug SMILES strings and cell line genomic features, predict the synergy score measuring deviation from expected non-interaction effect. Drug 1: C1CCC(CC1)NC(=O)N(CCCl)N=O. Drug 2: CC1=C(C=C(C=C1)C(=O)NC2=CC(=CC(=C2)C(F)(F)F)N3C=C(N=C3)C)NC4=NC=CC(=N4)C5=CN=CC=C5. Cell line: HOP-62. Synergy scores: CSS=17.2, Synergy_ZIP=5.24, Synergy_Bliss=8.34, Synergy_Loewe=4.30, Synergy_HSA=6.41.